Task: Predict the product of the given reaction.. Dataset: Forward reaction prediction with 1.9M reactions from USPTO patents (1976-2016) (1) Given the reactants [C:1]([N:4]1[C:12]2[C:7](=[CH:8][CH:9]=[C:10]([N:13]([CH2:24][CH2:25][CH2:26][NH2:27])[C:14](=[O:23])/[CH:15]=[CH:16]/[C:17]3[CH:22]=[CH:21][CH:20]=[CH:19][CH:18]=3)[CH:11]=2)[CH2:6][CH2:5]1)(=[O:3])[CH3:2].[CH:28](=O)[C:29]1[CH:34]=[CH:33][CH:32]=[CH:31][CH:30]=1.[BH4-].[Na+], predict the reaction product. The product is: [C:1]([N:4]1[C:12]2[C:7](=[CH:8][CH:9]=[C:10]([N:13]([CH2:24][CH2:25][CH2:26][NH:27][CH2:28][C:29]3[CH:34]=[CH:33][CH:32]=[CH:31][CH:30]=3)[C:14](=[O:23])/[CH:15]=[CH:16]/[C:17]3[CH:22]=[CH:21][CH:20]=[CH:19][CH:18]=3)[CH:11]=2)[CH2:6][CH2:5]1)(=[O:3])[CH3:2]. (2) Given the reactants [F:1][C:2]1[CH:9]=[C:8]([NH:10][CH3:11])[C:7]([F:12])=[CH:6][C:3]=1[C:4]#N.[H-].C([Al+]CC(C)C)C(C)C.C[OH:24].Cl, predict the reaction product. The product is: [F:1][C:2]1[CH:9]=[C:8]([NH:10][CH3:11])[C:7]([F:12])=[CH:6][C:3]=1[CH:4]=[O:24]. (3) Given the reactants [NH:1]1[CH2:7][CH2:6][CH2:5][NH:4][CH2:3][CH2:2]1.C1(C)C=CC=CC=1P(C1C=CC=CC=1C)C1C=CC=CC=1C.CC(C)([O-])C.[K+].Br[C:37]1[CH:42]=[CH:41][CH:40]=[C:39]([C:43]([F:46])([F:45])[F:44])[CH:38]=1, predict the reaction product. The product is: [F:44][C:43]([F:46])([F:45])[C:39]1[CH:38]=[C:37]([N:1]2[CH2:7][CH2:6][CH2:5][NH:4][CH2:3][CH2:2]2)[CH:42]=[CH:41][CH:40]=1.